This data is from Full USPTO retrosynthesis dataset with 1.9M reactions from patents (1976-2016). The task is: Predict the reactants needed to synthesize the given product. (1) Given the product [ClH:19].[Cl:19][C:20]1[CH:27]=[CH:26][CH:25]=[CH:24][C:21]=1[CH2:22][S:18][C:9]1[NH:8][C@H:7]([C:1]2[CH:2]=[CH:3][CH:4]=[CH:5][CH:6]=2)[C@H:11]([C:12]2[CH:13]=[CH:14][CH:15]=[CH:16][CH:17]=2)[N:10]=1, predict the reactants needed to synthesize it. The reactants are: [C:1]1([C@H:7]2[C@@H:11]([C:12]3[CH:17]=[CH:16][CH:15]=[CH:14][CH:13]=3)[NH:10][C:9](=[S:18])[NH:8]2)[CH:6]=[CH:5][CH:4]=[CH:3][CH:2]=1.[Cl:19][C:20]1[CH:27]=[CH:26][CH:25]=[CH:24][C:21]=1[CH2:22]Cl. (2) Given the product [C:20]([O:24][C:25](=[O:44])[NH:26][C@H:27]([C:31]1[CH:36]=[C:35]([C:37]2[N:41]([CH3:42])[N:40]=[CH:39][C:38]=2[NH:43][C:14](=[O:19])[C@H:15]([CH3:18])[CH:16]=[CH2:17])[CH:34]=[CH:33][N:32]=1)[CH2:28][CH:29]=[CH2:30])([CH3:21])([CH3:23])[CH3:22], predict the reactants needed to synthesize it. The reactants are: C([C@@H]1COC(=O)N1[C:14](=[O:19])[C@H:15]([CH3:18])[CH:16]=[CH2:17])C1C=CC=CC=1.[C:20]([O:24][C:25](=[O:44])[NH:26][C@H:27]([C:31]1[CH:36]=[C:35]([C:37]2[N:41]([CH3:42])[N:40]=[CH:39][C:38]=2[NH2:43])[CH:34]=[CH:33][N:32]=1)[CH2:28][CH:29]=[CH2:30])([CH3:23])([CH3:22])[CH3:21].N1C=CC=CC=1.C(P1(=O)OP(CCC)(=O)OP(CCC)(=O)O1)CC. (3) Given the product [C:1]([O:20][C:25](=[O:27])[CH2:26][CH2:1][CH2:2][CH2:3][CH2:4][CH2:5][CH2:6]/[CH:7]=[CH:8]\[CH2:9][CH2:10][CH2:11][CH2:12][CH2:13][CH2:14][CH2:15][CH3:16])(=[O:19])[CH2:2][CH2:3][CH2:4][CH2:5][CH2:6][CH2:7][CH2:8]/[CH:9]=[CH:10]\[CH2:11][CH2:12][CH2:13][CH2:14][CH2:15][CH2:16][CH2:17][CH3:18], predict the reactants needed to synthesize it. The reactants are: [C:1]([OH:20])(=[O:19])[CH2:2][CH2:3][CH2:4][CH2:5][CH2:6][CH2:7][CH2:8]/[CH:9]=[CH:10]\[CH2:11][CH2:12][CH2:13][CH2:14][CH2:15][CH2:16][CH2:17][CH3:18].C(O[C:25](=[O:27])[CH3:26])(=O)C.